From a dataset of Forward reaction prediction with 1.9M reactions from USPTO patents (1976-2016). Predict the product of the given reaction. (1) Given the reactants Br[C:2]1[CH:11]=[CH:10][C:9]2[N:8]=[CH:7][C:6]3[N:12]([CH3:24])[C:13](=[O:23])[N:14]([C:15]4[C:16]([CH3:22])=[N:17][N:18]([CH3:21])[C:19]=4[CH3:20])[C:5]=3[C:4]=2[CH:3]=1.[N:25]1[CH:30]=[CH:29][CH:28]=[C:27](B(O)O)[CH:26]=1, predict the reaction product. The product is: [CH3:24][N:12]1[C:6]2[CH:7]=[N:8][C:9]3[CH:10]=[CH:11][C:2]([C:27]4[CH:26]=[N:25][CH:30]=[CH:29][CH:28]=4)=[CH:3][C:4]=3[C:5]=2[N:14]([C:15]2[C:16]([CH3:22])=[N:17][N:18]([CH3:21])[C:19]=2[CH3:20])[C:13]1=[O:23]. (2) Given the reactants [Cl:1][C:2]1[CH:7]=[CH:6][C:5]([C@H:8]2[CH2:13][CH2:12][C@H:11]([C:14]3[C:15](=[O:26])[C:16]4[C:21]([C:22](=[O:25])[C:23]=3Cl)=[CH:20][CH:19]=[CH:18][CH:17]=4)[CH2:10][CH2:9]2)=[CH:4][CH:3]=1.[OH-:27].[Na+], predict the reaction product. The product is: [CH:18]1[CH:19]=[CH:20][C:21]2[C:22]([C:23]([OH:27])=[C:14]([C@@H:11]3[CH2:10][CH2:9][C@@H:8]([C:5]4[CH:4]=[CH:3][C:2]([Cl:1])=[CH:7][CH:6]=4)[CH2:13][CH2:12]3)[C:15](=[O:26])[C:16]=2[CH:17]=1)=[O:25]. (3) Given the reactants [Cl:1][C:2]1[CH:11]=[C:10]([NH:12][C:13](=[O:32])[CH:14]([N:16]2[CH:21]=[CH:20][C:19]([C:22]3[CH:27]=[C:26]([Cl:28])[CH:25]=[CH:24][C:23]=3[C:29]#[N:30])=[CH:18][C:17]2=[O:31])[CH3:15])[CH:9]=[CH:8][C:3]=1[C:4]([O:6]C)=[O:5].[OH-].[Li+], predict the reaction product. The product is: [Cl:1][C:2]1[CH:11]=[C:10]([NH:12][C:13](=[O:32])[CH:14]([N:16]2[CH:21]=[CH:20][C:19]([C:22]3[CH:27]=[C:26]([Cl:28])[CH:25]=[CH:24][C:23]=3[C:29]#[N:30])=[CH:18][C:17]2=[O:31])[CH3:15])[CH:9]=[CH:8][C:3]=1[C:4]([OH:6])=[O:5]. (4) Given the reactants [Br:1][C:2]1[N:3]=[CH:4][C:5]([F:16])=[C:6]2[C:10]=1[NH:9][CH:8]=[C:7]2[C:11](=[O:15])[C:12]([O-:14])=O.[K+].[CH3:18][C@H:19]1[NH:24][CH2:23][CH2:22][N:21]([C:25](=[O:32])[C:26]2[CH:31]=[CH:30][CH:29]=[CH:28][N:27]=2)[CH2:20]1, predict the reaction product. The product is: [N:27]1[CH:28]=[CH:29][CH:30]=[CH:31][C:26]=1[C:25]([N:21]1[CH2:22][CH2:23][N:24]([C:12](=[O:14])[C:11]([C:7]2[C:6]3[C:10](=[C:2]([Br:1])[N:3]=[CH:4][C:5]=3[F:16])[NH:9][CH:8]=2)=[O:15])[C@H:19]([CH3:18])[CH2:20]1)=[O:32].